This data is from Catalyst prediction with 721,799 reactions and 888 catalyst types from USPTO. The task is: Predict which catalyst facilitates the given reaction. (1) Product: [Cl:25][C:26]1[CH:27]=[CH:28][C:29]([CH:32]([C:33]2[CH:38]=[CH:37][C:36]([Cl:39])=[CH:35][CH:34]=2)[N:21]2[CH2:20][CH2:19][N:18]([CH2:17][C:9]3[N:8]=[C:7]([O:6][CH2:5][CH2:4][CH2:3][N:2]([CH3:1])[CH3:24])[C:16]4[C:11](=[CH:12][CH:13]=[CH:14][CH:15]=4)[N:10]=3)[CH2:23][CH2:22]2)=[CH:30][CH:31]=1.[CH3:24][N:2]([CH3:1])[CH2:3][CH2:4][CH2:5][O:6][C:7]1[C:16]2[C:11](=[CH:12][CH:13]=[CH:14][CH:15]=2)[N:10]=[C:9]([CH2:17][N:18]2[CH2:19][CH2:20][NH:21][CH2:22][CH2:23]2)[N:8]=1. The catalyst class is: 10. Reactant: [CH3:1][N:2]([CH3:24])[CH2:3][CH2:4][CH2:5][O:6][C:7]1[C:16]2[C:11](=[CH:12][CH:13]=[CH:14][CH:15]=2)[N:10]=[C:9]([CH2:17][N:18]2[CH2:23][CH2:22][NH:21][CH2:20][CH2:19]2)[N:8]=1.[Cl:25][C:26]1[CH:31]=[CH:30][C:29]([CH:32](Cl)[C:33]2[CH:38]=[CH:37][C:36]([Cl:39])=[CH:35][CH:34]=2)=[CH:28][CH:27]=1.C(=O)([O-])[O-].[K+].[K+].[I-].[K+]. (2) Reactant: [OH-].[Na+].O.C[O:5][C:6](=[O:40])[CH2:7][C:8]1[N:9]=[C:10]([C:13]2[CH:18]=[CH:17][C:16]([C:19]([CH2:37][CH3:38])([C:22]3[CH:27]=[CH:26][C:25]([CH2:28][CH2:29][CH:30]([OH:35])[C:31]([CH3:34])([CH3:33])[CH3:32])=[C:24]([CH3:36])[CH:23]=3)[CH2:20][CH3:21])=[CH:15][C:14]=2[CH3:39])[S:11][CH:12]=1.Cl. Product: [CH2:20]([C:19]([C:16]1[CH:17]=[CH:18][C:13]([C:10]2[S:11][CH:12]=[C:8]([CH2:7][C:6]([OH:40])=[O:5])[N:9]=2)=[C:14]([CH3:39])[CH:15]=1)([C:22]1[CH:27]=[CH:26][C:25]([CH2:28][CH2:29][CH:30]([OH:35])[C:31]([CH3:33])([CH3:34])[CH3:32])=[C:24]([CH3:36])[CH:23]=1)[CH2:37][CH3:38])[CH3:21]. The catalyst class is: 5. (3) Reactant: C[O:2][C:3](=[O:34])[CH2:4][N:5]1[C:13]2[C:8](=[CH:9][C:10]([F:14])=[CH:11][CH:12]=2)[C:7]([CH2:15][C:16]2[C:17]([S:22](=[O:32])(=[O:31])[N:23]([CH3:30])[C:24]3[CH:29]=[CH:28][CH:27]=[CH:26][CH:25]=3)=[N:18][CH:19]=[CH:20][CH:21]=2)=[C:6]1[CH3:33].[OH-].[Na+].CO. Product: [F:14][C:10]1[CH:9]=[C:8]2[C:13](=[CH:12][CH:11]=1)[N:5]([CH2:4][C:3]([OH:34])=[O:2])[C:6]([CH3:33])=[C:7]2[CH2:15][C:16]1[C:17]([S:22](=[O:32])(=[O:31])[N:23]([CH3:30])[C:24]2[CH:25]=[CH:26][CH:27]=[CH:28][CH:29]=2)=[N:18][CH:19]=[CH:20][CH:21]=1. The catalyst class is: 33. (4) Reactant: [C:12]([O:11][C:9](O[C:9]([O:11][C:12]([CH3:15])([CH3:14])[CH3:13])=[O:10])=[O:10])([CH3:15])([CH3:14])[CH3:13].[CH2:16]([O:18][C:19](=[O:31])[C:20]([C:22]1[C:30]2[C:25](=[CH:26][CH:27]=[CH:28][N:29]=2)[NH:24][CH:23]=1)=[O:21])[CH3:17]. Product: [CH2:16]([O:18][C:19](=[O:31])[C:20]([C:22]1[C:30]2[C:25](=[CH:26][CH:27]=[CH:28][N:29]=2)[N:24]([C:9]([O:11][C:12]([CH3:13])([CH3:14])[CH3:15])=[O:10])[CH:23]=1)=[O:21])[CH3:17]. The catalyst class is: 166. (5) Product: [CH2:10]([N:9]([CH2:8][CH2:7][C:1]1[CH:2]=[CH:3][CH:4]=[CH:5][CH:6]=1)[C:32](=[O:34])[CH2:31][C:28]1[CH:27]=[CH:26][C:25]([O:24][CH2:23][C:22]2[CH:35]=[CH:36][CH:37]=[CH:38][C:21]=2[C:19]([O:18][CH3:17])=[O:20])=[CH:30][CH:29]=1)[CH2:11][CH2:12][CH2:13][CH2:14][CH2:15][CH3:16]. The catalyst class is: 31. Reactant: [C:1]1([CH2:7][CH2:8][NH:9][CH2:10][CH2:11][CH2:12][CH2:13][CH2:14][CH2:15][CH3:16])[CH:6]=[CH:5][CH:4]=[CH:3][CH:2]=1.[CH3:17][O:18][C:19]([C:21]1[CH:38]=[CH:37][CH:36]=[CH:35][C:22]=1[CH2:23][O:24][C:25]1[CH:30]=[CH:29][C:28]([CH2:31][C:32]([OH:34])=O)=[CH:27][CH:26]=1)=[O:20].F[B-](F)(F)F.N1(OC(N(C)C)=[N+](C)C)C2C=CC=CC=2N=N1.C(N(C(C)C)C(C)C)C. (6) Reactant: [CH3:1][CH:2]1[CH2:7][N:6]2[N:8]=[CH:9][CH:10]=[C:5]2[CH2:4][N:3]1[C:11]([O:13][C:14]([CH3:17])([CH3:16])[CH3:15])=[O:12].C1C(=O)N([I:25])C(=O)C1. Product: [I:25][C:10]1[CH:9]=[N:8][N:6]2[CH2:7][CH:2]([CH3:1])[N:3]([C:11]([O:13][C:14]([CH3:16])([CH3:15])[CH3:17])=[O:12])[CH2:4][C:5]=12. The catalyst class is: 23. (7) Reactant: [OH:1][CH2:2][CH:3]1[CH2:8][CH2:7][CH2:6][N:5]([C:9]([O:11][C:12]([CH3:15])([CH3:14])[CH3:13])=[O:10])[CH2:4]1.[C:16]1([CH3:26])[CH:21]=[CH:20][C:19]([S:22](O)(=[O:24])=[O:23])=[CH:18][CH:17]=1. Product: [C:12]([O:11][C:9]([N:5]1[CH2:6][CH2:7][CH2:8][CH:3]([CH2:2][O:1][S:22]([C:19]2[CH:20]=[CH:21][C:16]([CH3:26])=[CH:17][CH:18]=2)(=[O:24])=[O:23])[CH2:4]1)=[O:10])([CH3:15])([CH3:14])[CH3:13]. The catalyst class is: 17.